This data is from Reaction yield outcomes from USPTO patents with 853,638 reactions. The task is: Predict the reaction yield, written as a fraction of the theoretical maximum amount of product (1.0 means a 100% yield; for example, 0.34 means a 34% yield). (1) The reactants are [CH:1]1([CH2:4][N:5]2[C:13]3[C:8](=[CH:9][CH:10]=[C:11]([O:14][CH2:15][CH3:16])[CH:12]=3)[CH:7]=[C:6]2[C:17]2[CH:22]=[CH:21][C:20]([N+:23]([O-:25])=[O:24])=[CH:19][CH:18]=2)[CH2:3][CH2:2]1.[I:26]N1C(=O)CCC1=O. The catalyst is CN(C=O)C.O. The product is [CH:1]1([CH2:4][N:5]2[C:13]3[C:8](=[CH:9][CH:10]=[C:11]([O:14][CH2:15][CH3:16])[CH:12]=3)[C:7]([I:26])=[C:6]2[C:17]2[CH:18]=[CH:19][C:20]([N+:23]([O-:25])=[O:24])=[CH:21][CH:22]=2)[CH2:3][CH2:2]1. The yield is 0.960. (2) The reactants are [O:1]=[C:2]1[C:11]2[CH:10]=[CH:9][CH:8]=[C:7]3[NH:12][CH:13]([C:21]4[CH:28]=[CH:27][C:24]([CH:25]=[O:26])=[CH:23][CH:22]=4)[CH:14]([C:15]4[CH:20]=[CH:19][CH:18]=[CH:17][CH:16]=4)[C:5]([C:6]=23)=[N:4][NH:3]1.[NH:29]1[CH2:34][CH2:33][O:32][CH2:31][CH2:30]1.[BH4-].[Na+]. No catalyst specified. The product is [O:32]1[CH2:33][CH2:34][N:29]([CH2:25][C:24]2[CH:23]=[CH:22][C:21]([CH:13]3[NH:12][C:7]4[C:6]5[C:5](=[N:4][NH:3][C:2](=[O:1])[C:11]=5[CH:10]=[CH:9][CH:8]=4)[CH:14]3[C:15]3[CH:20]=[CH:19][CH:18]=[CH:17][CH:16]=3)=[CH:28][CH:27]=2)[CH2:30][CH2:31]1.[OH:26][CH2:25][C:24]1[CH:27]=[CH:28][C:21]([CH:13]2[NH:12][C:7]3[C:6]4[C:5](=[N:4][NH:3][C:2](=[O:1])[C:11]=4[CH:10]=[CH:9][CH:8]=3)[CH:14]2[C:15]2[CH:16]=[CH:17][CH:18]=[CH:19][CH:20]=2)=[CH:22][CH:23]=1. The yield is 0.110. (3) The yield is 0.380. The catalyst is C1(C)C=CC=CC=1.C(O)C. The product is [CH3:38][N:37]([CH3:39])[CH2:36][CH2:35][N:32]1[CH2:33][CH2:34][N:29]([C:27]([NH:26][C:24]2[CH:25]=[C:20]([O:19][C:18]3[CH:40]=[CH:41][C:15]([NH:14][C:12]([NH:11][C:9](=[O:10])[CH2:8][C:5]4[CH:4]=[CH:3][C:2]([F:1])=[CH:7][CH:6]=4)=[S:13])=[CH:16][C:17]=3[F:42])[N:21]=[CH:22][N:23]=2)=[O:28])[CH2:30][CH2:31]1. The reactants are [F:1][C:2]1[CH:7]=[CH:6][C:5]([CH2:8][C:9]([N:11]=[C:12]=[S:13])=[O:10])=[CH:4][CH:3]=1.[NH2:14][C:15]1[CH:41]=[CH:40][C:18]([O:19][C:20]2[CH:25]=[C:24]([NH:26][C:27]([N:29]3[CH2:34][CH2:33][N:32]([CH2:35][CH2:36][N:37]([CH3:39])[CH3:38])[CH2:31][CH2:30]3)=[O:28])[N:23]=[CH:22][N:21]=2)=[C:17]([F:42])[CH:16]=1.C12(CS(O)(=O)=O)C(C)(C)C(CC1)CC2=O. (4) The reactants are [OH:1][C@H:2]1[CH2:7][CH2:6][C@H:5]([NH:8][S:9]([C:12]2[CH:17]=[CH:16][C:15]([C:18]([F:21])([F:20])[F:19])=[CH:14][CH:13]=2)(=[O:11])=[O:10])[CH2:4][CH2:3]1.C([O-])([O-])=O.[K+].[K+].[CH2:28](Br)[CH3:29]. The catalyst is CN(C=O)C. The product is [CH2:28]([N:8]([C@H:5]1[CH2:6][CH2:7][C@H:2]([OH:1])[CH2:3][CH2:4]1)[S:9]([C:12]1[CH:17]=[CH:16][C:15]([C:18]([F:21])([F:19])[F:20])=[CH:14][CH:13]=1)(=[O:11])=[O:10])[CH3:29]. The yield is 0.380. (5) The reactants are [OH-].[Li+].[Cl:3][C:4]1[C:9]([C:10]([NH:12][C:13]2[CH:18]=[CH:17][C:16]([CH2:19][C:20]([O:22]CC)=[O:21])=[CH:15][CH:14]=2)=[O:11])=[C:8]([F:25])[C:7]([O:26][CH2:27][C:28]2[CH:33]=[CH:32][CH:31]=[C:30]([Cl:34])[CH:29]=2)=[CH:6][CH:5]=1.O. The catalyst is O1CCOCC1. The product is [Cl:3][C:4]1[C:9]([C:10]([NH:12][C:13]2[CH:18]=[CH:17][C:16]([CH2:19][C:20]([OH:22])=[O:21])=[CH:15][CH:14]=2)=[O:11])=[C:8]([F:25])[C:7]([O:26][CH2:27][C:28]2[CH:33]=[CH:32][CH:31]=[C:30]([Cl:34])[CH:29]=2)=[CH:6][CH:5]=1. The yield is 0.320. (6) The product is [CH3:22][N:2]([CH3:1])[CH2:3][CH2:4][CH2:5][O:6][C:7]1[CH:12]=[CH:11][C:10]([NH2:13])=[CH:9][C:8]=1[C:16]1[N:17]([CH3:21])[N:18]=[CH:19][CH:20]=1. The reactants are [CH3:1][N:2]([CH3:22])[CH2:3][CH2:4][CH2:5][O:6][C:7]1[CH:12]=[CH:11][C:10]([N+:13]([O-])=O)=[CH:9][C:8]=1[C:16]1[N:17]([CH3:21])[N:18]=[CH:19][CH:20]=1.[H][H]. The catalyst is CO.[Pd]. The yield is 1.00. (7) The reactants are [Br:1][C:2]1[CH:18]=[C:5]2[N:6]=[C:7]([CH3:17])[C:8]([CH:11]([OH:16])[C:12]([O:14][CH3:15])=[O:13])=[C:9]([Cl:10])[N:4]2[N:3]=1.C(Cl)Cl.Cl(O)(=O)(=O)=O. The catalyst is C(OC(C)(C)C)(=O)C. The product is [Br:1][C:2]1[CH:18]=[C:5]2[N:6]=[C:7]([CH3:17])[C:8]([CH:11]([O:16][C:8]([CH3:11])([CH3:9])[CH3:7])[C:12]([O:14][CH3:15])=[O:13])=[C:9]([Cl:10])[N:4]2[N:3]=1. The yield is 0.599. (8) The catalyst is C(Cl)Cl. The yield is 0.560. The reactants are [Cl:1][C:2]1[CH:11]=[CH:10][CH:9]=[C:8]([CH:12]=C)[C:3]=1[C:4]([O:6][CH3:7])=[O:5].[O:14]=[O+][O-].CSC. The product is [Cl:1][C:2]1[CH:11]=[CH:10][CH:9]=[C:8]([CH:12]=[O:14])[C:3]=1[C:4]([O:6][CH3:7])=[O:5]. (9) The yield is 0.930. The product is [O:9]=[C:7]1[N:6]([CH2:10][C:11]2[CH:16]=[CH:15][CH:14]=[C:13]([C:17]([F:20])([F:19])[F:18])[CH:12]=2)[C:5]2[C:21]([C:23]([F:26])([F:25])[F:24])=[CH:22][C:2]([C:28]#[N:29])=[CH:3][C:4]=2[NH:8]1. The reactants are Br[C:2]1[CH:22]=[C:21]([C:23]([F:26])([F:25])[F:24])[C:5]2[N:6]([CH2:10][C:11]3[CH:16]=[CH:15][CH:14]=[C:13]([C:17]([F:20])([F:19])[F:18])[CH:12]=3)[C:7](=[O:9])[NH:8][C:4]=2[CH:3]=1.[Cu][C:28]#[N:29].C(=O)(O)[O-].[Na+]. The catalyst is CN(C)C=O. (10) The reactants are [C:1]([C:5]1[CH:10]=[C:9]([C:11]#[C:12][Si:13]([CH3:16])([CH3:15])[CH3:14])[CH:8]=[C:7]([C:17]([CH3:20])([CH3:19])[CH3:18])[C:6]=1[OH:21])([CH3:4])([CH3:3])[CH3:2].[C:22](=O)([O-])[O-].[K+].[K+].CI. The catalyst is CC(C)=O. The product is [C:1]([C:5]1[CH:10]=[C:9]([C:11]#[C:12][Si:13]([CH3:15])([CH3:16])[CH3:14])[CH:8]=[C:7]([C:17]([CH3:20])([CH3:19])[CH3:18])[C:6]=1[O:21][CH3:22])([CH3:4])([CH3:3])[CH3:2]. The yield is 0.900.